Dataset: Reaction yield outcomes from USPTO patents with 853,638 reactions. Task: Predict the reaction yield, written as a fraction of the theoretical maximum amount of product (1.0 means a 100% yield; for example, 0.34 means a 34% yield). The reactants are [N+:1]([C:4]1[CH:5]=[C:6]([CH3:11])[C:7]([CH3:10])=[CH:8][CH:9]=1)([O-:3])=[O:2].C1C(=O)N(Br)C(=O)C1.C(OOC(=O)C1C=CC=CC=1)(=O)C1C=CC=CC=1.C([O-])([O-])=O.[Na+].[Na+].[CH2:44]([NH2:51])[C:45]1[CH:50]=[CH:49][CH:48]=[CH:47][CH:46]=1. The catalyst is CC(C)=O.O.C(Cl)(Cl)(Cl)Cl. The product is [CH2:44]([N:51]1[CH2:11][C:6]2[C:7](=[CH:8][CH:9]=[C:4]([N+:1]([O-:3])=[O:2])[CH:5]=2)[CH2:10]1)[C:45]1[CH:50]=[CH:49][CH:48]=[CH:47][CH:46]=1. The yield is 0.330.